This data is from Choline transporter screen with 302,306 compounds. The task is: Binary Classification. Given a drug SMILES string, predict its activity (active/inactive) in a high-throughput screening assay against a specified biological target. (1) The molecule is [O-][N+](=O)c1c(N2CCCCCCC2)ccc(C(NC(=O)c2ccccc2)CC(=O)N)c1. The result is 1 (active). (2) The compound is S(=O)(=O)(N(C)C)c1cc(NC(=S)NC2CCCCC2)ccc1C. The result is 0 (inactive). (3) The result is 0 (inactive). The compound is S(c1nc(=O)n(c2CCCc12)Cc1ccncc1)CC(=O)NCc1cc(OC)ccc1. (4) The molecule is S(=O)(=O)(N1CCN(CC1)Cc1[nH]c(=O)c2c(sc(c2C)C)n1)c1ccc(cc1)C. The result is 0 (inactive).